The task is: Predict which catalyst facilitates the given reaction.. This data is from Catalyst prediction with 721,799 reactions and 888 catalyst types from USPTO. Reactant: Cl.[Cl:2][CH2:3][CH2:4][CH2:5][NH2:6].[CH3:7][S:8](Cl)(=[O:10])=[O:9]. Product: [Cl:2][CH2:3][CH2:4][CH2:5][NH:6][S:8]([CH3:7])(=[O:10])=[O:9]. The catalyst class is: 529.